Dataset: NCI-60 drug combinations with 297,098 pairs across 59 cell lines. Task: Regression. Given two drug SMILES strings and cell line genomic features, predict the synergy score measuring deviation from expected non-interaction effect. (1) Drug 1: CC1C(C(CC(O1)OC2CC(CC3=C2C(=C4C(=C3O)C(=O)C5=C(C4=O)C(=CC=C5)OC)O)(C(=O)C)O)N)O.Cl. Drug 2: C1=CN(C(=O)N=C1N)C2C(C(C(O2)CO)O)O.Cl. Cell line: NCI-H460. Synergy scores: CSS=54.4, Synergy_ZIP=4.90, Synergy_Bliss=5.54, Synergy_Loewe=4.01, Synergy_HSA=8.52. (2) Drug 1: CC12CCC3C(C1CCC2OP(=O)(O)O)CCC4=C3C=CC(=C4)OC(=O)N(CCCl)CCCl.[Na+]. Drug 2: N.N.Cl[Pt+2]Cl. Cell line: CCRF-CEM. Synergy scores: CSS=52.0, Synergy_ZIP=-3.47, Synergy_Bliss=-1.97, Synergy_Loewe=0.327, Synergy_HSA=0.401. (3) Drug 1: CN(C)N=NC1=C(NC=N1)C(=O)N. Drug 2: CC(C)NC(=O)C1=CC=C(C=C1)CNNC.Cl. Cell line: MDA-MB-231. Synergy scores: CSS=13.0, Synergy_ZIP=8.33, Synergy_Bliss=8.00, Synergy_Loewe=3.68, Synergy_HSA=4.26.